Regression. Given a peptide amino acid sequence and an MHC pseudo amino acid sequence, predict their binding affinity value. This is MHC class I binding data. From a dataset of Peptide-MHC class I binding affinity with 185,985 pairs from IEDB/IMGT. (1) The peptide sequence is LERTSKASLER. The MHC is HLA-B54:01 with pseudo-sequence HLA-B54:01. The binding affinity (normalized) is 0. (2) The peptide sequence is VYMIMVKCW. The MHC is HLA-A24:02 with pseudo-sequence HLA-A24:02. The binding affinity (normalized) is 0.669. (3) The peptide sequence is VELGSGNSF. The MHC is HLA-B08:03 with pseudo-sequence HLA-B08:03. The binding affinity (normalized) is 0.0847. (4) The MHC is HLA-B57:01 with pseudo-sequence HLA-B57:01. The binding affinity (normalized) is 0.444. The peptide sequence is KAAVDLSHFL. (5) The peptide sequence is MPFDPSELV. The MHC is HLA-B18:01 with pseudo-sequence HLA-B18:01. The binding affinity (normalized) is 0.0847.